Predict the reaction yield, written as a fraction of the theoretical maximum amount of product (1.0 means a 100% yield; for example, 0.34 means a 34% yield). From a dataset of Reaction yield outcomes from USPTO patents with 853,638 reactions. (1) The yield is 1.00. The reactants are C(O)(C(F)(F)F)=O.[Br:8][C:9]1[CH:10]=[CH:11][C:12]([N:15](C(OC(C)(C)C)=O)[CH2:16][C:17]([O:19][CH3:20])=[O:18])=[N:13][CH:14]=1. The catalyst is C(Cl)Cl. The product is [Br:8][C:9]1[CH:10]=[CH:11][C:12]([NH:15][CH2:16][C:17]([O:19][CH3:20])=[O:18])=[N:13][CH:14]=1. (2) The reactants are [C:1]([C:3]1[CH:4]=[C:5]([NH:9][C:10](=[O:33])[NH:11][C:12]2[CH:17]=[CH:16][C:15]([S:18]([NH:21][CH2:22][C:23]3[CH:28]=[CH:27][C:26]([S:29](=[O:32])(=[O:31])[NH2:30])=[CH:25][CH:24]=3)(=[O:20])=[O:19])=[CH:14][CH:13]=2)[CH:6]=[CH:7][CH:8]=1)#[N:2].[CH2:34]([NH:36][CH2:37][CH2:38][OH:39])[CH3:35]. No catalyst specified. The product is [CH2:34]([N:36]([CH2:37][CH2:38][OH:39])[C:1](=[NH:2])[C:3]1[CH:8]=[CH:7][CH:6]=[C:5]([NH:9][C:10]([NH:11][C:12]2[CH:17]=[CH:16][C:15]([S:18](=[O:20])(=[O:19])[NH:21][CH2:22][C:23]3[CH:28]=[CH:27][C:26]([S:29](=[O:32])(=[O:31])[NH2:30])=[CH:25][CH:24]=3)=[CH:14][CH:13]=2)=[O:33])[CH:4]=1)[CH3:35]. The yield is 0.0700. (3) The reactants are [C:1]([C:4]1[S:8][C:7]([C:9]([OH:11])=O)=[CH:6][CH:5]=1)(=[O:3])[CH3:2].S(Cl)(Cl)=O.[NH2:16][C:17]1[CH:34]=[CH:33][C:20]([C:21]([C:23]2[CH:31]=[C:30]3[C:26]([CH2:27][C:28](=[O:32])[NH:29]3)=[CH:25][CH:24]=2)=[O:22])=[CH:19][CH:18]=1. The catalyst is C1COCC1. The product is [O:32]=[C:28]1[CH2:27][C:26]2[C:30](=[CH:31][C:23]([C:21]([C:20]3[CH:19]=[CH:18][C:17]([NH:16][C:9]([C:7]4[S:8][C:4]([C:1](=[O:3])[CH3:2])=[CH:5][CH:6]=4)=[O:11])=[CH:34][CH:33]=3)=[O:22])=[CH:24][CH:25]=2)[NH:29]1. The yield is 0.990. (4) The reactants are [CH3:1][C:2]1[CH:3]=[C:4]([CH:29]=[C:30]([CH3:41])[C:31]=1[N:32]1[CH:36]=[C:35]([C:37]([F:40])([F:39])[F:38])[CH:34]=[N:33]1)[O:5][CH:6]([CH:23]1[CH2:26][C:25]([CH3:28])([CH3:27])[CH2:24]1)[C:7]1[CH:22]=[CH:21][C:10]([C:11]([NH:13][CH2:14][CH2:15][C:16]([O:18]CC)=[O:17])=[O:12])=[CH:9][CH:8]=1.O.O1CCCC1.[OH-].[Na+]. The catalyst is C(Cl)Cl.C1(C)C=CC=CC=1.CO. The product is [CH3:41][C:30]1[CH:29]=[C:4]([CH:3]=[C:2]([CH3:1])[C:31]=1[N:32]1[CH:36]=[C:35]([C:37]([F:40])([F:39])[F:38])[CH:34]=[N:33]1)[O:5][CH:6]([CH:23]1[CH2:26][C:25]([CH3:28])([CH3:27])[CH2:24]1)[C:7]1[CH:8]=[CH:9][C:10]([C:11]([NH:13][CH2:14][CH2:15][C:16]([OH:18])=[O:17])=[O:12])=[CH:21][CH:22]=1. The yield is 1.00. (5) The reactants are Cl[C:2]1[CH:7]=[C:6]([Cl:8])[N:5]=[CH:4][N:3]=1.C([O-])([O-])=O.[Cs+].[Cs+].[O:15]1[CH2:20][CH2:19][CH:18]([NH2:21])[CH2:17][CH2:16]1. The catalyst is CN(C)C=O.C(OCC)(=O)C. The product is [Cl:8][C:6]1[N:5]=[CH:4][N:3]=[C:2]([NH:21][CH:18]2[CH2:19][CH2:20][O:15][CH2:16][CH2:17]2)[CH:7]=1. The yield is 0.652. (6) The reactants are [F:1][C:2]1([F:20])[CH2:5][C:4]([CH2:7][O:8][C:9]2[CH:14]=[CH:13][C:12]([N+:15]([O-])=O)=[CH:11][C:10]=2[O:18][CH3:19])([OH:6])[CH2:3]1. The catalyst is CO.[Pd]. The product is [NH2:15][C:12]1[CH:13]=[CH:14][C:9]([O:8][CH2:7][C:4]2([OH:6])[CH2:5][C:2]([F:20])([F:1])[CH2:3]2)=[C:10]([O:18][CH3:19])[CH:11]=1. The yield is 1.00. (7) The reactants are [OH:1][CH2:2][CH2:3][C:4]1[CH:12]=[CH:11][CH:10]=[C:9]2[C:5]=1[CH2:6][C:7](=[O:13])[NH:8]2.[O:14]=[C:15]1[C:20]2=[CH:21][NH:22][C:23]([CH:24]=O)=[C:19]2[CH2:18][CH2:17][O:16]1. No catalyst specified. The product is [OH:1][CH2:2][CH2:3][C:4]1[CH:12]=[CH:11][CH:10]=[C:9]2[C:5]=1[C:6](=[CH:24][C:23]1[NH:22][CH:21]=[C:20]3[C:15](=[O:14])[O:16][CH2:17][CH2:18][C:19]=13)[C:7](=[O:13])[NH:8]2. The yield is 0.280.